From a dataset of Reaction yield outcomes from USPTO patents with 853,638 reactions. Predict the reaction yield, written as a fraction of the theoretical maximum amount of product (1.0 means a 100% yield; for example, 0.34 means a 34% yield). (1) The reactants are Cl.[NH2:2][C@H:3]1[CH2:8][CH2:7][CH2:6][N:5]([C:9]([C:11]2[S:12][C:13]([C:16]3[C:20]([CH3:21])=[C:19]([C:22]([F:25])([F:24])[F:23])[O:18][N:17]=3)=[CH:14][CH:15]=2)=[O:10])[CH2:4]1.Cl.[CH3:27][N:28]([CH2:30][C:31](Cl)=[O:32])[CH3:29].C(N(CC)CC)C. The catalyst is C1COCC1. The product is [CH3:27][N:28]([CH3:29])[CH2:30][C:31]([NH:2][C@H:3]1[CH2:8][CH2:7][CH2:6][N:5]([C:9]([C:11]2[S:12][C:13]([C:16]3[C:20]([CH3:21])=[C:19]([C:22]([F:25])([F:24])[F:23])[O:18][N:17]=3)=[CH:14][CH:15]=2)=[O:10])[CH2:4]1)=[O:32]. The yield is 0.780. (2) The reactants are Br[C:2]1[CH:14]=[N:13][C:12]2[C:11]3[CH:10]=[CH:9][C:8]([C:15]([O:17][CH3:18])=[O:16])=[C:7]([O:19][CH3:20])[C:6]=3[NH:5][C:4]=2[CH:3]=1.[CH3:21][N:22]1[C:26]([Sn](CCCC)(CCCC)CCCC)=[C:25]([CH3:40])[N:24]=[N:23]1. The catalyst is CN(C=O)C.[Cu]I.C1C=CC([P]([Pd]([P](C2C=CC=CC=2)(C2C=CC=CC=2)C2C=CC=CC=2)([P](C2C=CC=CC=2)(C2C=CC=CC=2)C2C=CC=CC=2)[P](C2C=CC=CC=2)(C2C=CC=CC=2)C2C=CC=CC=2)(C2C=CC=CC=2)C2C=CC=CC=2)=CC=1. The product is [CH3:21][N:22]1[C:26]([C:2]2[CH:14]=[N:13][C:12]3[C:11]4[CH:10]=[CH:9][C:8]([C:15]([O:17][CH3:18])=[O:16])=[C:7]([O:19][CH3:20])[C:6]=4[NH:5][C:4]=3[CH:3]=2)=[C:25]([CH3:40])[N:24]=[N:23]1. The yield is 0.850. (3) The reactants are [I:1][C:2]1[C:10]2[C:5](=[N:6][CH:7]=[CH:8][CH:9]=2)[NH:4][CH:3]=1.[H-].[Na+].[CH:13]([Si:16](Cl)([CH:20]([CH3:22])[CH3:21])[CH:17]([CH3:19])[CH3:18])([CH3:15])[CH3:14].O. The catalyst is CN(C)C=O. The product is [I:1][C:2]1[C:10]2[C:5](=[N:6][CH:7]=[CH:8][CH:9]=2)[N:4]([Si:16]([CH:20]([CH3:22])[CH3:21])([CH:17]([CH3:19])[CH3:18])[CH:13]([CH3:15])[CH3:14])[CH:3]=1. The yield is 0.982. (4) The reactants are [CH2:1]([C:3]1[C:4](=[O:10])[NH:5][C:6](=O)[NH:7][CH:8]=1)[CH3:2].[Cl:11]C1NC(=O)C(C)=C(C)N=1. No catalyst specified. The product is [Cl:11][C:6]1[NH:5][C:4](=[O:10])[C:3]([CH2:1][CH3:2])=[CH:8][N:7]=1. The yield is 0.670. (5) The reactants are N[CH:2]([NH2:4])[CH3:3].P([O-])([O-])([O-])=O.[K+].[K+].[K+].Br[C:14]1[CH:19]=[C:18]([Br:20])[C:17](Br)=[CH:16][C:15]=1[Br:22].[CH:23]1[C:35]2[NH:34][C:33]3[C:28](=[CH:29][CH:30]=[CH:31][CH:32]=3)[C:27]=2[CH:26]=[CH:25][CH:24]=1. The catalyst is [Cu](I)I.O1CCOCC1. The product is [Br:22][C:15]1[C:14]([N:34]2[C:33]3[CH:32]=[CH:31][CH:30]=[CH:29][C:28]=3[C:27]3[C:35]2=[CH:23][CH:24]=[CH:25][CH:26]=3)=[CH:19][C:18]([Br:20])=[C:17]([N:4]2[C:2]3[CH:3]=[CH:31][CH:30]=[CH:29][C:28]=3[C:27]3[C:26]2=[CH:25][CH:24]=[CH:23][CH:35]=3)[CH:16]=1. The yield is 0.0520. (6) The reactants are [NH2:1][C:2]1[N:7]=[C:6]([Cl:8])[C:5]([CH2:9][CH:10]([OH:13])CO)=[C:4]([Cl:14])[N:3]=1.C([O-])(=O)C.[Pb+2].C([O-])(=O)C. The catalyst is C1COCC1.CO.CCOC(C)=O. The product is [NH2:1][C:2]1[N:3]=[C:4]([Cl:14])[C:5]([CH2:9][CH:10]=[O:13])=[C:6]([Cl:8])[N:7]=1. The yield is 0.880. (7) The reactants are [CH2:1]([N:4]([CH2:25][CH2:26][CH3:27])[C:5]([C:7]1[CH:8]=[C:9]([CH:22]=[CH:23][CH:24]=1)[C:10]([NH:12][C@@H:13]([CH2:18][CH:19]([CH3:21])[CH3:20])[C:14](OC)=[O:15])=[O:11])=[O:6])[CH2:2][CH3:3]. The catalyst is C1(C)C=CC=CC=1. The product is [CH2:25]([N:4]([CH2:1][CH2:2][CH3:3])[C:5]([C:7]1[CH:8]=[C:9]([CH:22]=[CH:23][CH:24]=1)[C:10]([NH:12][C@@H:13]([CH2:18][CH:19]([CH3:21])[CH3:20])[CH:14]=[O:15])=[O:11])=[O:6])[CH2:26][CH3:27]. The yield is 0.520. (8) The reactants are [NH2:1][NH2:2].[O:3]1[CH2:8][CH2:7][N:6]([CH2:9][CH2:10][C:11]([O:13]C)=O)[CH2:5][CH2:4]1. No catalyst specified. The product is [N:6]1([CH2:9][CH2:10][C:11]([NH:1][NH2:2])=[O:13])[CH2:7][CH2:8][O:3][CH2:4][CH2:5]1. The yield is 0.614. (9) The reactants are Br[C:2]1[CH:3]=[C:4]([C:8]2[CH:20]=[CH:19][C:11]3[NH:12][C:13](=[O:18])[O:14][C:15]([CH3:17])([CH3:16])[C:10]=3[CH:9]=2)[CH:5]=[CH:6][CH:7]=1.[CH3:21][Si:22]([C:25]#[CH:26])([CH3:24])[CH3:23]. The catalyst is C(N(CC)CC)C.[Pd].C1(P(C2C=CC=CC=2)C2C=CC=CC=2)C=CC=CC=1.C1(P(C2C=CC=CC=2)C2C=CC=CC=2)C=CC=CC=1.C1(P(C2C=CC=CC=2)C2C=CC=CC=2)C=CC=CC=1.C1(P(C2C=CC=CC=2)C2C=CC=CC=2)C=CC=CC=1. The product is [CH3:16][C:15]1([CH3:17])[O:14][C:13](=[O:18])[NH:12][C:11]2[CH:19]=[CH:20][C:8]([C:4]3[CH:5]=[CH:6][CH:7]=[C:2]([C:26]#[C:25][Si:22]([CH3:24])([CH3:23])[CH3:21])[CH:3]=3)=[CH:9][C:10]1=2. The yield is 0.920.